This data is from Forward reaction prediction with 1.9M reactions from USPTO patents (1976-2016). The task is: Predict the product of the given reaction. (1) Given the reactants [F:1][C:2]1[CH:11]=[CH:10][C:9]([CH3:12])=[CH:8][C:3]=1[C:4]([NH:6][NH2:7])=[O:5].[Cl:13][CH2:14][C:15](OCC)(OCC)OCC, predict the reaction product. The product is: [Cl:13][CH2:14][C:15]1[O:5][C:4]([C:3]2[CH:8]=[C:9]([CH3:12])[CH:10]=[CH:11][C:2]=2[F:1])=[N:6][N:7]=1. (2) Given the reactants [F:1][C:2]1[CH:7]=[CH:6][C:5]([O:8][C:9](=[O:24])[N:10]([C@H:12]2[C@H:16]([C:17]3[CH:22]=[CH:21][C:20]([Cl:23])=[CH:19][CH:18]=3)[CH2:15][NH:14][CH2:13]2)[CH3:11])=[CH:4][CH:3]=1.[OH:25][CH2:26][CH:27]1[CH2:32][CH2:31][CH:30]([C:33](O)=[O:34])[CH2:29][CH2:28]1, predict the reaction product. The product is: [F:1][C:2]1[CH:7]=[CH:6][C:5]([O:8][C:9](=[O:24])[N:10]([C@H:12]2[C@H:16]([C:17]3[CH:22]=[CH:21][C:20]([Cl:23])=[CH:19][CH:18]=3)[CH2:15][N:14]([C:26]([CH:27]3[CH2:32][CH2:31][CH:30]([CH2:33][OH:34])[CH2:29][CH2:28]3)=[O:25])[CH2:13]2)[CH3:11])=[CH:4][CH:3]=1.